This data is from Cav3 T-type calcium channel HTS with 100,875 compounds. The task is: Binary Classification. Given a drug SMILES string, predict its activity (active/inactive) in a high-throughput screening assay against a specified biological target. (1) The compound is s1c(c(SCC#N)cc1)C(=O)Nc1ccc(OC)cc1. The result is 0 (inactive). (2) The compound is S(C1CC(=O)N(C1=O)c1cc(cc(c1)C(OC)=O)C(OC)=O)c1nc(cc(n1)C)C. The result is 0 (inactive). (3) The compound is S(=O)(=O)(Nc1c(ccc(c1)c1sc2ncccc2n1)C)c1cc2sc(nc2cc1)C. The result is 0 (inactive). (4) The molecule is O=C(N1CCN(CC1)Cc1n(c2c(n1)cc(NC(=O)CCC)cc2)C)C. The result is 0 (inactive). (5) The drug is O1C(Cc2c(C1)c(nc(NCCN(C)C)c2C#N)c1occc1)(C)C. The result is 0 (inactive). (6) The molecule is S(c1nc(nc2n(c(=O)n(c(=O)c12)C)C)CC)CC(=O)N. The result is 0 (inactive).